This data is from Reaction yield outcomes from USPTO patents with 853,638 reactions. The task is: Predict the reaction yield, written as a fraction of the theoretical maximum amount of product (1.0 means a 100% yield; for example, 0.34 means a 34% yield). (1) The reactants are [F:1][C:2]1[CH:7]=[C:6]([F:8])[CH:5]=[CH:4][C:3]=1[C:9]1[CH:10]=[C:11]2[C:16](=[CH:17][CH:18]=1)[CH:15]=[C:14]([SH:19])[CH:13]=[CH:12]2.I[C:21]1[CH:28]=[CH:27][CH:26]=[CH:25][C:22]=1[C:23]#[N:24].C(=O)([O-])[O-].[K+].[K+].C(O)CO. The catalyst is C(O)(C)C.[Cu]I.C(OCC)(=O)C. The product is [F:1][C:2]1[CH:7]=[C:6]([F:8])[CH:5]=[CH:4][C:3]=1[C:9]1[CH:10]=[C:11]2[C:16](=[CH:17][CH:18]=1)[CH:15]=[C:14]([S:19][C:21]1[CH:28]=[CH:27][CH:26]=[CH:25][C:22]=1[C:23]#[N:24])[CH:13]=[CH:12]2. The yield is 0.200. (2) The reactants are [NH2:1][C:2]1[CH:7]=[C:6]([C:8](=[O:10])[CH3:9])[CH:5]=[CH:4][N:3]=1.[BH4-].[Na+]. The catalyst is CO. The yield is 0.450. The product is [NH2:1][C:2]1[CH:7]=[C:6]([CH:8]([OH:10])[CH3:9])[CH:5]=[CH:4][N:3]=1. (3) The reactants are OS(C(F)(F)F)(=O)=O.[NH2:9][CH:10]([NH2:28])[O:11][CH:12]1[CH2:17][CH2:16][N:15]([C:18]([O:20][CH2:21][C:22]2[CH:27]=[CH:26][CH:25]=[CH:24][CH:23]=2)=[O:19])[CH2:14][CH2:13]1.CN(/[CH:32]=[C:33]1\[CH2:34][N:35]([CH3:40])[CH2:36][CH2:37][C:38]\1=O)C.O. The catalyst is CCO. The product is [CH3:40][N:35]1[CH2:36][CH2:37][C:38]2[N:28]=[C:10]([O:11][CH:12]3[CH2:13][CH2:14][N:15]([C:18]([O:20][CH2:21][C:22]4[CH:27]=[CH:26][CH:25]=[CH:24][CH:23]=4)=[O:19])[CH2:16][CH2:17]3)[N:9]=[CH:32][C:33]=2[CH2:34]1. The yield is 0.0600.